This data is from Serine/threonine kinase 33 screen with 319,792 compounds. The task is: Binary Classification. Given a drug SMILES string, predict its activity (active/inactive) in a high-throughput screening assay against a specified biological target. (1) The molecule is s1c2c(n(c3c(OC)cccc3)c1=S)nc(SCC(=O)N(CC)CC)n(c2=O)c1ccccc1. The result is 0 (inactive). (2) The result is 0 (inactive). The drug is s1c=2n(C(C(=C(N2)C)C(OCC)=O)c2ccc(OC)cc2)c(=O)cc1C(OC)=O. (3) The molecule is O=C(Nc1c(n2ccnc2)cccc1)CCCC(O)=O. The result is 0 (inactive). (4) The drug is Clc1cc(S(=O)(=O)N2CCN(CC2)C(=O)CCc2ccc(OC)cc2)ccc1. The result is 0 (inactive). (5) The drug is Fc1ccc(NC(=O)c2cc(N3C(=O)C4C5CC(C4C3=O)CC5)ccc2)cc1. The result is 0 (inactive). (6) The drug is O(c1cc(ccc1O)/C=C\C(O)=C/C(=O)/C=C\c1ccc(O)cc1)C. The result is 1 (active). (7) The molecule is Brc1c(C(Oc2c(CN3CCOCC3)cc(Cl)c3c2nccc3)=O)cccc1. The result is 0 (inactive). (8) The molecule is Fc1cc(NC(=O)C(/NC(=O)c2occc2)=C\c2occc2)ccc1. The result is 0 (inactive).